This data is from Reaction yield outcomes from USPTO patents with 853,638 reactions. The task is: Predict the reaction yield, written as a fraction of the theoretical maximum amount of product (1.0 means a 100% yield; for example, 0.34 means a 34% yield). (1) The reactants are [NH2:1][NH2:2].Cl[C:4]1[C:5]([C:11]#[N:12])=[N:6][C:7]([I:10])=[CH:8][N:9]=1. The catalyst is C(O)CCC. The product is [I:10][C:7]1[N:6]=[C:5]2[C:11]([NH2:12])=[N:2][NH:1][C:4]2=[N:9][CH:8]=1. The yield is 0.860. (2) The product is [CH3:1][C:2]([S:16][C@@H:17]1[CH2:22][O:21][C@@H:20]([C:23]2[CH:28]=[CH:27][CH:26]=[CH:25][CH:24]=2)[O:19][CH2:18]1)([CH3:15])[CH:3]([OH:4])[CH2:5][N:37]1[CH:41]=[N:40][CH:39]=[N:38]1. The catalyst is C(O)(C)(C)C.O.C(Cl)(Cl)Cl. The reactants are [CH3:1][C:2]([S:16][C@@H:17]1[CH2:22][O:21][C@@H:20]([C:23]2[CH:28]=[CH:27][CH:26]=[CH:25][CH:24]=2)[O:19][CH2:18]1)([CH3:15])[C:3]([C:5]1C=CC(C(F)(F)F)=CC=1)=[O:4].[I-].C[S+](C)(C)=O.[OH-].[K+].[NH:37]1[CH:41]=[N:40][CH:39]=[N:38]1. The yield is 0.740.